Dataset: Reaction yield outcomes from USPTO patents with 853,638 reactions. Task: Predict the reaction yield, written as a fraction of the theoretical maximum amount of product (1.0 means a 100% yield; for example, 0.34 means a 34% yield). (1) The reactants are [Cl:1][C:2]1[C:10]2[N:9]=[C:8]3[NH:11][CH2:12][CH2:13][N:7]3[C:6]=2[C:5]([CH:14]([CH2:17][CH3:18])[CH2:15][CH3:16])=[CH:4][CH:3]=1.C(N(CC)CC)C.[Cl:26][C:27]1[CH:35]=[CH:34][C:30]([C:31](Cl)=[O:32])=[CH:29][N:28]=1. The catalyst is O1CCCC1.O. The product is [Cl:1][C:2]1[C:10]2[N:9]=[C:8]3[N:11]([C:31]([C:30]4[CH:29]=[N:28][C:27]([Cl:26])=[CH:35][CH:34]=4)=[O:32])[CH2:12][CH2:13][N:7]3[C:6]=2[C:5]([CH:14]([CH2:17][CH3:18])[CH2:15][CH3:16])=[CH:4][CH:3]=1. The yield is 0.570. (2) The reactants are C([O:4][CH2:5][C:6]1[C:7]([N:27]2[N:36]=[CH:35][C:34]3[C:29](=[C:30]([F:41])[CH:31]=[C:32]([C:37]([CH3:40])([CH3:39])[CH3:38])[CH:33]=3)[C:28]2=[O:42])=[N:8][CH:9]=[CH:10][C:11]=1[C:12]1[CH:17]=[C:16]([NH:18][C:19]2[CH:24]=[N:23][CH:22]=[CH:21][N:20]=2)[C:15](=[O:25])[N:14]([CH3:26])[CH:13]=1)(=O)C.O.[OH-].[Li+]. The catalyst is C1COCC1.C(O)(C)C.O. The product is [C:37]([C:32]1[CH:33]=[C:34]2[C:29](=[C:30]([F:41])[CH:31]=1)[C:28](=[O:42])[N:27]([C:7]1[C:6]([CH2:5][OH:4])=[C:11]([C:12]3[CH:17]=[C:16]([NH:18][C:19]4[CH:24]=[N:23][CH:22]=[CH:21][N:20]=4)[C:15](=[O:25])[N:14]([CH3:26])[CH:13]=3)[CH:10]=[CH:9][N:8]=1)[N:36]=[CH:35]2)([CH3:40])([CH3:38])[CH3:39]. The yield is 0.450. (3) The reactants are CN(C)[CH2:3][C:4]#[C:5][C:6]#[C:7][C:8]1[CH:17]=[CH:16][C:11]([C:12]([O:14]C)=[O:13])=[CH:10][CH:9]=1.[CH2:19]1[CH2:23]OC[CH2:20]1.[OH-].[Na+]. The catalyst is CO. The product is [CH3:20][C:19]([CH3:23])=[CH:3][C:4]#[C:5][C:6]#[C:7][C:8]1[CH:17]=[CH:16][C:11]([C:12]([OH:14])=[O:13])=[CH:10][CH:9]=1. The yield is 0.680.